This data is from Full USPTO retrosynthesis dataset with 1.9M reactions from patents (1976-2016). The task is: Predict the reactants needed to synthesize the given product. (1) Given the product [CH3:13][C:14]1[CH:15]=[C:16]([N:29]=[CH:1][C:3]2[CH:12]=[CH:11][C:6]([C:7]([O:9][CH3:10])=[O:8])=[CH:5][N:4]=2)[CH:17]=[N:18][C:19]=1[N:20]1[CH:24]=[C:23]([C:25]([F:28])([F:27])[F:26])[CH:22]=[N:21]1, predict the reactants needed to synthesize it. The reactants are: [CH:1]([C:3]1[CH:12]=[CH:11][C:6]([C:7]([O:9][CH3:10])=[O:8])=[CH:5][N:4]=1)=O.[CH3:13][C:14]1[CH:15]=[C:16]([NH2:29])[CH:17]=[N:18][C:19]=1[N:20]1[CH:24]=[C:23]([C:25]([F:28])([F:27])[F:26])[CH:22]=[N:21]1. (2) Given the product [OH:16][CH:9]([C:10]1[CH:15]=[CH:14][CH:13]=[CH:12][CH:11]=1)[C:18](=[CH2:19])[C:17]([O:21][CH3:22])=[O:20], predict the reactants needed to synthesize it. The reactants are: N12CCC(CC1)CN2.[CH:9](=[O:16])[C:10]1[CH:15]=[CH:14][CH:13]=[CH:12][CH:11]=1.[C:17]([O:21][CH3:22])(=[O:20])[CH:18]=[CH2:19]. (3) Given the product [Cl:7][C:8]1[CH:13]=[CH:12][C:11]([N:5]2[CH:6]=[C:2]([C:25]3[CH:26]=[CH:27][C:28]4[CH2:35][C@H:34]5[C@:36]6([CH2:40][N:39]([CH2:41][C:42]([F:45])([F:44])[F:43])[S:38](=[O:46])(=[O:47])[NH:37]6)[C@H:31]([CH2:32][CH2:33]5)[CH2:30][C:29]=4[CH:48]=3)[N:3]=[CH:4]2)=[CH:10][CH:9]=1, predict the reactants needed to synthesize it. The reactants are: Br[C:2]1[N:3]=[CH:4][NH:5][CH:6]=1.[Cl:7][C:8]1[CH:13]=[CH:12][C:11](B(O)O)=[CH:10][CH:9]=1.CC1(C)C(C)(C)OB([C:25]2[CH:26]=[CH:27][C:28]3[CH2:35][C@H:34]4[C@:36]5([CH2:40][N:39]([CH2:41][C:42]([F:45])([F:44])[F:43])[S:38](=[O:47])(=[O:46])[NH:37]5)[C@H:31]([CH2:32][CH2:33]4)[CH2:30][C:29]=3[CH:48]=2)O1. (4) Given the product [CH3:1][O:2][C:3]1[C:4]([C:5]([NH:7][C@H:8]2[CH:13]3[CH2:12][CH2:11][N:10]([CH2:15][CH2:14]3)[CH2:9]2)=[O:6])=[CH:16][CH:17]=[CH:18][N:30]=1, predict the reactants needed to synthesize it. The reactants are: [CH3:1][O:2][C:3]1C=[CH:18][CH:17]=[CH:16][C:4]=1[C:5]([NH:7][C@H:8]1[CH:13]2[CH2:14][CH2:15][N:10]([CH2:11][CH2:12]2)[CH2:9]1)=[O:6].COC1[N:30]=CC=CC=1C(O)=O. (5) Given the product [CH3:33][O:32][C:11]1[CH:12]=[C:13]2[C:18](=[CH:19][C:10]=1[O:9][CH2:8][CH2:7][N:40]1[CH2:45][CH2:44][CH2:43][CH:42]([C:46]([O:48][CH2:49][CH3:50])=[O:47])[CH2:41]1)[N:17]=[CH:16][CH:15]=[C:14]2[O:20][C:21]1[C:22]([CH3:31])=[N:23][C:24]2[C:29]([CH:30]=1)=[CH:28][CH:27]=[CH:26][CH:25]=2, predict the reactants needed to synthesize it. The reactants are: CN(C)C=O.Cl[CH2:7][CH2:8][O:9][C:10]1[CH:19]=[C:18]2[C:13]([C:14]([O:20][C:21]3[C:22]([CH3:31])=[N:23][C:24]4[C:29]([CH:30]=3)=[CH:28][CH:27]=[CH:26][CH:25]=4)=[CH:15][CH:16]=[N:17]2)=[CH:12][C:11]=1[O:32][CH3:33].C(=O)([O-])[O-].[K+].[K+].[NH:40]1[CH2:45][CH2:44][CH2:43][CH:42]([C:46]([O:48][CH2:49][CH3:50])=[O:47])[CH2:41]1.